Dataset: NCI-60 drug combinations with 297,098 pairs across 59 cell lines. Task: Regression. Given two drug SMILES strings and cell line genomic features, predict the synergy score measuring deviation from expected non-interaction effect. (1) Drug 1: CC12CCC(CC1=CCC3C2CCC4(C3CC=C4C5=CN=CC=C5)C)O. Drug 2: C1=CC(=C2C(=C1NCCNCCO)C(=O)C3=C(C=CC(=C3C2=O)O)O)NCCNCCO. Cell line: ACHN. Synergy scores: CSS=56.3, Synergy_ZIP=9.42, Synergy_Bliss=6.52, Synergy_Loewe=-29.1, Synergy_HSA=6.67. (2) Cell line: MALME-3M. Drug 2: C1C(C(OC1N2C=NC(=NC2=O)N)CO)O. Drug 1: CN1C(=O)N2C=NC(=C2N=N1)C(=O)N. Synergy scores: CSS=-0.929, Synergy_ZIP=-2.40, Synergy_Bliss=-5.50, Synergy_Loewe=-2.50, Synergy_HSA=-4.17. (3) Drug 1: C1=CC=C(C(=C1)C(C2=CC=C(C=C2)Cl)C(Cl)Cl)Cl. Drug 2: CC(C)CN1C=NC2=C1C3=CC=CC=C3N=C2N. Cell line: DU-145. Synergy scores: CSS=4.78, Synergy_ZIP=-0.438, Synergy_Bliss=1.49, Synergy_Loewe=3.56, Synergy_HSA=0.393. (4) Drug 1: C1CCC(C1)C(CC#N)N2C=C(C=N2)C3=C4C=CNC4=NC=N3. Drug 2: CC1=C2C(C(=O)C3(C(CC4C(C3C(C(C2(C)C)(CC1OC(=O)C(C(C5=CC=CC=C5)NC(=O)C6=CC=CC=C6)O)O)OC(=O)C7=CC=CC=C7)(CO4)OC(=O)C)O)C)OC(=O)C. Cell line: HL-60(TB). Synergy scores: CSS=75.0, Synergy_ZIP=29.6, Synergy_Bliss=22.1, Synergy_Loewe=-28.0, Synergy_HSA=15.1. (5) Drug 1: CC(CN1CC(=O)NC(=O)C1)N2CC(=O)NC(=O)C2. Drug 2: CCCS(=O)(=O)NC1=C(C(=C(C=C1)F)C(=O)C2=CNC3=C2C=C(C=N3)C4=CC=C(C=C4)Cl)F. Cell line: NCI-H226. Synergy scores: CSS=6.74, Synergy_ZIP=-3.44, Synergy_Bliss=-0.263, Synergy_Loewe=-2.91, Synergy_HSA=-1.88. (6) Drug 1: CC1C(C(CC(O1)OC2CC(CC3=C2C(=C4C(=C3O)C(=O)C5=C(C4=O)C(=CC=C5)OC)O)(C(=O)CO)O)N)O.Cl. Drug 2: C1CC(=O)NC(=O)C1N2C(=O)C3=CC=CC=C3C2=O. Cell line: LOX IMVI. Synergy scores: CSS=14.1, Synergy_ZIP=11.6, Synergy_Bliss=18.9, Synergy_Loewe=6.88, Synergy_HSA=6.88. (7) Drug 1: CC1C(C(CC(O1)OC2CC(OC(C2O)C)OC3=CC4=CC5=C(C(=O)C(C(C5)C(C(=O)C(C(C)O)O)OC)OC6CC(C(C(O6)C)O)OC7CC(C(C(O7)C)O)OC8CC(C(C(O8)C)O)(C)O)C(=C4C(=C3C)O)O)O)O. Drug 2: CN(C(=O)NC(C=O)C(C(C(CO)O)O)O)N=O. Cell line: IGROV1. Synergy scores: CSS=54.2, Synergy_ZIP=1.94, Synergy_Bliss=2.90, Synergy_Loewe=-50.3, Synergy_HSA=1.65. (8) Drug 1: CNC(=O)C1=NC=CC(=C1)OC2=CC=C(C=C2)NC(=O)NC3=CC(=C(C=C3)Cl)C(F)(F)F. Drug 2: COC1=C2C(=CC3=C1OC=C3)C=CC(=O)O2. Cell line: HCT116. Synergy scores: CSS=5.14, Synergy_ZIP=1.44, Synergy_Bliss=6.64, Synergy_Loewe=2.56, Synergy_HSA=1.65. (9) Drug 1: CCCS(=O)(=O)NC1=C(C(=C(C=C1)F)C(=O)C2=CNC3=C2C=C(C=N3)C4=CC=C(C=C4)Cl)F. Drug 2: CCCCCOC(=O)NC1=NC(=O)N(C=C1F)C2C(C(C(O2)C)O)O. Cell line: BT-549. Synergy scores: CSS=-6.42, Synergy_ZIP=1.53, Synergy_Bliss=1.33, Synergy_Loewe=-2.28, Synergy_HSA=-1.60.